This data is from Forward reaction prediction with 1.9M reactions from USPTO patents (1976-2016). The task is: Predict the product of the given reaction. (1) The product is: [CH2:22]([N:8]([CH2:6][CH3:7])[CH2:9][CH2:10][N:11]1[CH2:16][CH2:15][C:14]2[NH:17][C:18]([CH:29]=[O:30])=[C:19]([CH3:20])[C:13]=2[C:12]1=[O:21])[CH3:23]. Given the reactants P(Cl)(Cl)(Cl)=O.[CH2:6]([N:8]([CH2:22][CH3:23])[CH2:9][CH2:10][N:11]1[CH2:16][CH2:15][C:14]2[NH:17][CH:18]=[C:19]([CH3:20])[C:13]=2[C:12]1=[O:21])[CH3:7].O.[OH-].[Na+].CN(C)[CH:29]=[O:30], predict the reaction product. (2) Given the reactants [N:1]1[CH:6]=[CH:5][CH:4]=[C:3]([CH2:7][CH2:8][NH:9][C:10]([C:12]2[N:13]([CH:32]([CH3:34])[CH3:33])[C:14]([CH:30]=[O:31])=[C:15]([C:23]3[CH:28]=[CH:27][C:26]([F:29])=[CH:25][CH:24]=3)[C:16]=2[C:17]2[CH:22]=[CH:21][CH:20]=[CH:19][CH:18]=2)=[O:11])[CH:2]=1.C(O[AlH-](OC(C)(C)C)OC(C)(C)C)(C)(C)C.[Li+], predict the reaction product. The product is: [N:1]1[CH:6]=[CH:5][CH:4]=[C:3]([CH2:7][CH2:8][NH:9][C:10]([C:12]2[N:13]([CH:32]([CH3:34])[CH3:33])[C:14]([CH2:30][OH:31])=[C:15]([C:23]3[CH:24]=[CH:25][C:26]([F:29])=[CH:27][CH:28]=3)[C:16]=2[C:17]2[CH:22]=[CH:21][CH:20]=[CH:19][CH:18]=2)=[O:11])[CH:2]=1.